From a dataset of Full USPTO retrosynthesis dataset with 1.9M reactions from patents (1976-2016). Predict the reactants needed to synthesize the given product. Given the product [NH2:2][C:1]1[NH:18][N:17]=[C:7]2[CH2:6][N:5]([C:9]([O:11][C:12]([CH3:15])([CH3:14])[CH3:13])=[O:10])[CH2:4][C:3]=12, predict the reactants needed to synthesize it. The reactants are: [C:1]([CH:3]1[C:7](=O)[CH2:6][N:5]([C:9]([O:11][C:12]([CH3:15])([CH3:14])[CH3:13])=[O:10])[CH2:4]1)#[N:2].Cl.[NH2:17][NH2:18].C(=O)([O-])O.[Na+].